From a dataset of Reaction yield outcomes from USPTO patents with 853,638 reactions. Predict the reaction yield, written as a fraction of the theoretical maximum amount of product (1.0 means a 100% yield; for example, 0.34 means a 34% yield). The reactants are [CH2:1]([N:8]1[CH2:13][CH2:12][C:11](=[O:14])[CH2:10][CH2:9]1)[C:2]1[CH:7]=[CH:6][CH:5]=[CH:4][CH:3]=1.[OH-].[Na+].[C:17]1(C)C=CC=CC=1. The catalyst is [Br-].C([N+](CCCC)(CCCC)CCCC)CCC. The product is [CH2:1]([N:8]1[CH2:13][CH2:12][C:11]2([O:14][CH2:17]2)[CH2:10][CH2:9]1)[C:2]1[CH:3]=[CH:4][CH:5]=[CH:6][CH:7]=1. The yield is 0.930.